This data is from Catalyst prediction with 721,799 reactions and 888 catalyst types from USPTO. The task is: Predict which catalyst facilitates the given reaction. Reactant: [C:1]1([C:7]2[CH:8]=[C:9]([C:16]([NH2:18])=O)[S:10][C:11]=2[C:12]([F:15])([F:14])[F:13])[CH:6]=[CH:5][CH:4]=[CH:3][CH:2]=1.CC[N+](S(N=C(OC)[O-])(=O)=O)(CC)CC.C(Cl)Cl.O. Product: [C:1]1([C:7]2[CH:8]=[C:9]([C:16]#[N:18])[S:10][C:11]=2[C:12]([F:13])([F:14])[F:15])[CH:2]=[CH:3][CH:4]=[CH:5][CH:6]=1. The catalyst class is: 26.